This data is from Forward reaction prediction with 1.9M reactions from USPTO patents (1976-2016). The task is: Predict the product of the given reaction. (1) Given the reactants C(O[C@@H](C1C(C)=CC2N=C(C3C=CC4N(C)N=NC=4C=3)SC=2C=1C1C=CC(Cl)=CC=1)C(O)=O)(C)(C)C.[C:37]([O:41][C@@H:42]([C:48]1[C:67]([CH3:68])=[CH:66][C:51]2[N:52]=[C:53]([C:55]3[CH:60]=[CH:59][N:58]4[C:61]([CH3:65])=[N:62][C:63]([CH3:64])=[C:57]4[CH:56]=3)[S:54][C:50]=2[C:49]=1[C:69]1[CH:74]=[CH:73][C:72]([Cl:75])=[CH:71][CH:70]=1)[C:43]([O:45]CC)=[O:44])([CH3:40])([CH3:39])[CH3:38], predict the reaction product. The product is: [C:37]([O:41][C@@H:42]([C:48]1[C:67]([CH3:68])=[CH:66][C:51]2[N:52]=[C:53]([C:55]3[CH:60]=[CH:59][N:58]4[C:61]([CH3:65])=[N:62][C:63]([CH3:64])=[C:57]4[CH:56]=3)[S:54][C:50]=2[C:49]=1[C:69]1[CH:70]=[CH:71][C:72]([Cl:75])=[CH:73][CH:74]=1)[C:43]([OH:45])=[O:44])([CH3:40])([CH3:38])[CH3:39]. (2) Given the reactants C([O:3][C:4](=[O:22])[CH2:5][C:6]1(C(OCC)=O)[CH2:14][C:13]2[C:8](=[CH:9][CH:10]=[C:11]([F:15])[CH:12]=2)[C:7]1=[O:16])C.Cl.C(O)(=O)C, predict the reaction product. The product is: [F:15][C:11]1[CH:12]=[C:13]2[C:8](=[CH:9][CH:10]=1)[C:7](=[O:16])[CH:6]([CH2:5][C:4]([OH:22])=[O:3])[CH2:14]2. (3) Given the reactants [NH2:1][C:2]1[N:7]=[C:6](Cl)[CH:5]=[C:4]([Cl:9])[N:3]=1.C(=O)([O-])[O-].[K+].[K+].[C:16]([O:20][C:21](=[O:26])[NH:22][CH2:23][CH2:24][SH:25])([CH3:19])([CH3:18])[CH3:17].[Cl-].[NH4+], predict the reaction product. The product is: [C:16]([O:20][C:21](=[O:26])[NH:22][CH2:23][CH2:24][S:25][C:6]1[CH:5]=[C:4]([Cl:9])[N:3]=[C:2]([NH2:1])[N:7]=1)([CH3:19])([CH3:17])[CH3:18]. (4) The product is: [C:1]([O:5][C:6]1[CH:7]=[C:8]([CH:12]=[CH:13][CH:14]=1)[C:9]([NH:39][C:40]1[CH:41]=[CH:42][C:43]([CH3:62])=[C:44]([O:45][C:46]2[N:51]=[C:50]3[S:52][C:53]([NH:55][C:56]([CH:58]4[CH2:60][CH2:59]4)=[O:57])=[N:54][C:49]3=[CH:48][CH:47]=2)[CH:61]=1)=[O:11])([CH3:2])([CH3:3])[CH3:4]. Given the reactants [C:1]([O:5][C:6]1[CH:7]=[C:8]([CH:12]=[CH:13][CH:14]=1)[C:9]([OH:11])=O)([CH3:4])([CH3:3])[CH3:2].F[P-](F)(F)(F)(F)F.N1(OC(N(C)C)=[N+](C)C)C2N=CC=CC=2N=N1.[NH2:39][C:40]1[CH:41]=[CH:42][C:43]([CH3:62])=[C:44]([CH:61]=1)[O:45][C:46]1[N:51]=[C:50]2[S:52][C:53]([NH:55][C:56]([CH:58]3[CH2:60][CH2:59]3)=[O:57])=[N:54][C:49]2=[CH:48][CH:47]=1, predict the reaction product. (5) Given the reactants [C:1]([NH:4][C:5]1[S:6][CH:7]=[C:8]([C:10]2[CH:15]=[CH:14][C:13]([CH2:16][CH2:17][NH:18]C(=O)OC(C)(C)C)=[CH:12][CH:11]=2)[N:9]=1)(=[O:3])[CH3:2].[ClH:26], predict the reaction product. The product is: [ClH:26].[NH2:18][CH2:17][CH2:16][C:13]1[CH:12]=[CH:11][C:10]([C:8]2[N:9]=[C:5]([NH:4][C:1](=[O:3])[CH3:2])[S:6][CH:7]=2)=[CH:15][CH:14]=1. (6) Given the reactants [Cl:1][C:2]1[CH:3]=[N:4][CH:5]=[CH:6][C:7]=1[NH2:8].Cl[C:10]1[C:15]2[O:16][CH2:17][CH2:18][N:19]([CH:20]3[CH2:25][CH2:24][N:23]([C:26]([O:28][CH:29]([CH3:31])[CH3:30])=[O:27])[CH2:22][CH2:21]3)[C:14]=2[N:13]=[CH:12][N:11]=1, predict the reaction product. The product is: [Cl:1][C:2]1[CH:3]=[N:4][CH:5]=[CH:6][C:7]=1[NH:8][C:10]1[C:15]2[O:16][CH2:17][CH2:18][N:19]([CH:20]3[CH2:25][CH2:24][N:23]([C:26]([O:28][CH:29]([CH3:31])[CH3:30])=[O:27])[CH2:22][CH2:21]3)[C:14]=2[N:13]=[CH:12][N:11]=1. (7) Given the reactants [C:1]([N:8]1[CH2:12][C@H:11]([F:13])[CH2:10][C@H:9]1[C:14]([OH:16])=O)([O:3][C:4]([CH3:7])([CH3:6])[CH3:5])=[O:2].[F-].[Na+].[F:19]C1(F)N(C)CCN1C, predict the reaction product. The product is: [C:1]([N:8]1[CH2:12][C@H:11]([F:13])[CH2:10][C@H:9]1[C:14]([F:19])=[O:16])([O:3][C:4]([CH3:7])([CH3:6])[CH3:5])=[O:2]. (8) The product is: [NH2:1][C:2]1[CH:3]=[C:4]([CH:8]=[CH:9][C:10]=1[Cl:11])[C:5]([O:7][CH3:12])=[O:6]. Given the reactants [NH2:1][C:2]1[CH:3]=[C:4]([CH:8]=[CH:9][C:10]=1[Cl:11])[C:5]([OH:7])=[O:6].[C:12](=O)([O-])[O-].CI.C(OCC)(=O)C, predict the reaction product. (9) The product is: [OH:1][C:2]([CH3:25])([CH3:24])[CH2:3][C:4]1[C:12]2[C:11]([NH:13][CH:14]3[CH2:19][CH2:18][CH2:17][N:16]([C:20](=[O:23])[CH:21]=[CH2:22])[CH2:15]3)=[N:10][CH:9]=[N:8][C:7]=2[NH:6][CH:5]=1. Given the reactants [OH:1][C:2]([CH3:25])([CH3:24])[CH2:3][C:4]1[C:12]2[C:11]([NH:13][C@@H:14]3[CH2:19][CH2:18][CH2:17][N:16]([C:20](=[O:23])[CH:21]=[CH2:22])[CH2:15]3)=[N:10][CH:9]=[N:8][C:7]=2[NH:6][CH:5]=1.CC(O)(C)CC1C2C(N[C@@H]3CCCNC3)=NC=NC=2NC=1.CCN(C(C)C)C(C)C.C(Cl)(=O)C=C, predict the reaction product. (10) Given the reactants Br[C:2]1[CH:3]=[N:4][C:5]2[N:6]([N:8]=[C:9]([C:21]3[CH:26]=[CH:25][CH:24]=[CH:23][CH:22]=3)[C:10]=2[CH2:11][N:12]2[CH2:16][CH:15]([CH2:17][CH2:18][CH3:19])[CH2:14][C:13]2=[O:20])[CH:7]=1.[O-:27]P([O-])([O-])=O.[K+].[K+].[K+], predict the reaction product. The product is: [OH:27][C:2]1[CH:3]=[N:4][C:5]2[N:6]([N:8]=[C:9]([C:21]3[CH:26]=[CH:25][CH:24]=[CH:23][CH:22]=3)[C:10]=2[CH2:11][N:12]2[CH2:16][CH:15]([CH2:17][CH2:18][CH3:19])[CH2:14][C:13]2=[O:20])[CH:7]=1.